This data is from Full USPTO retrosynthesis dataset with 1.9M reactions from patents (1976-2016). The task is: Predict the reactants needed to synthesize the given product. (1) The reactants are: [CH3:1][C:2]1[CH:3]=[C:4]([C:7]2[C:11]([CH3:12])=[N:10][N:9]([C:13]3[CH:18]=[CH:17][CH:16]=[CH:15][CH:14]=3)[C:8]=2O)[NH:5][N:6]=1.[C:20]([O:24][C:25]([CH3:28])([CH3:27])[CH3:26])(=[O:23])NN.C([OH:31])C. Given the product [C:25]([O:24][C:20]([N:6]1[C:2]([OH:31])([CH3:1])[CH:3]=[C:4]([C:7]2[C:11]([CH3:12])=[N:10][N:9]([C:13]3[CH:18]=[CH:17][CH:16]=[CH:15][CH:14]=3)[CH:8]=2)[NH:5]1)=[O:23])([CH3:28])([CH3:27])[CH3:26], predict the reactants needed to synthesize it. (2) Given the product [Si:1]([O:8][C@@H:9]1[C@@:26]2([CH3:27])[C:13](=[CH:14][CH:15]=[C:16]3[C@@H:25]2[CH2:24][CH2:23][C@@:21]2([CH3:22])[C@H:17]3[CH2:18][CH:19]=[C:20]2[CH2:28][O:29][CH2:30][C:53]([OH:49])([CH3:52])[CH3:46])[CH2:12][C@@H:11]([O:38][Si:39]([C:42]([CH3:44])([CH3:45])[CH3:43])([CH3:40])[CH3:41])[CH2:10]1)([C:4]([CH3:5])([CH3:6])[CH3:7])([CH3:2])[CH3:3], predict the reactants needed to synthesize it. The reactants are: [Si:1]([O:8][C@@H:9]1[C@@:26]2([CH3:27])[C:13](=[CH:14][CH:15]=[C:16]3[C@@H:25]2[CH2:24][CH2:23][C@@:21]2([CH3:22])[C@H:17]3[CH2:18][CH:19]=[C:20]2[CH2:28][O:29][CH2:30]C(OC(C)(C)C)=O)[CH2:12][C@@H:11]([O:38][Si:39]([C:42]([CH3:45])([CH3:44])[CH3:43])([CH3:41])[CH3:40])[CH2:10]1)([C:4]([CH3:7])([CH3:6])[CH3:5])([CH3:3])[CH3:2].[CH3:46][Mg]Br.[O:49]1[CH2:53][CH2:52]CC1.[Cl-].[NH4+].O. (3) Given the product [NH:12]1[CH:11]=[C:2]([C:3]([C:5]2[CH:10]=[CH:9][C:8]([C:11]3[N:12]=[C:13]4[CH:18]=[CH:17][C:16]([I:19])=[CH:15][N:14]4[CH:20]=3)=[CH:7][CH:6]=2)=[O:4])[N:14]=[CH:13]1, predict the reactants needed to synthesize it. The reactants are: Br[CH2:2][C:3]([C:5]1[CH:10]=[CH:9][C:8]([C:11]2[N:12]=[C:13]3[CH:18]=[CH:17][C:16]([I:19])=[CH:15][N:14]3[CH:20]=2)=[CH:7][CH:6]=1)=[O:4].O.[OH-].[Na+]. (4) Given the product [NH2:6][C:7]1[N:12]=[CH:11][C:10](/[CH:13]=[CH:14]/[C:15]([N:33]([CH3:32])[CH2:34][C:35]2[N:36]([CH3:44])[C:37]3[C:42]([CH:43]=2)=[CH:41][CH:40]=[CH:39][CH:38]=3)=[O:17])=[CH:9][C:8]=1[C:18]([OH:21])([CH3:20])[CH3:19], predict the reactants needed to synthesize it. The reactants are: C(Cl)CCl.Cl.[NH2:6][C:7]1[N:12]=[CH:11][C:10](/[CH:13]=[CH:14]/[C:15]([OH:17])=O)=[CH:9][C:8]=1[C:18]([OH:21])([CH3:20])[CH3:19].C1C=CC2N(O)N=NC=2C=1.[CH3:32][NH:33][CH2:34][C:35]1[N:36]([CH3:44])[C:37]2[C:42]([CH:43]=1)=[CH:41][CH:40]=[CH:39][CH:38]=2.C(N(C(C)C)C(C)C)C. (5) Given the product [OH:19][C:13]1[CH:14]=[C:15]([I:18])[CH:16]=[CH:17][C:12]=1[C:8]1[O:9][C@@H:10]([CH3:6])[C@@H:24]([C:25]([O:26][CH3:27])=[O:29])[N:7]=1, predict the reactants needed to synthesize it. The reactants are: C(NC([C@@H:6]1[C@H:10](C)[O:9][C:8]([C:12]2[CH:17]=[CH:16][C:15]([I:18])=[CH:14][C:13]=2[OH:19])=[N:7]1)=O)C.S(Cl)(Cl)=O.[CH3:24][C:25](=[O:29])[O:26][CH2:27]C.